The task is: Predict the reactants needed to synthesize the given product.. This data is from Full USPTO retrosynthesis dataset with 1.9M reactions from patents (1976-2016). (1) Given the product [CH2:1]([O:3][C:4](=[O:13])[C:5]1[CH:10]=[C:9]([Cl:11])[C:8]([CH:34]=[C:32]([CH3:31])[CH3:27])=[N:7][CH:6]=1)[CH3:2], predict the reactants needed to synthesize it. The reactants are: [CH2:1]([O:3][C:4](=[O:13])[C:5]1[CH:10]=[C:9]([Cl:11])[C:8](Cl)=[N:7][CH:6]=1)[CH3:2].C1C=CC(P([C:27]2[CH:32]=[CH:31]C=CC=2)C2C=CC=CC=2)=CC=1.O1CCOC[CH2:34]1. (2) Given the product [Cl:1][C:2]1[CH:14]=[CH:13][C:5]2[S:6][C:7]([C:10]([NH:38][CH2:37][C:32]3[CH:31]=[C:30]([CH:35]=[C:34]([CH3:36])[CH:33]=3)[O:29][C:26]3[CH:27]=[CH:28][C:23]([O:22][C:19]([CH3:21])([CH3:20])[C:18]([OH:40])=[O:17])=[C:24]([CH3:39])[CH:25]=3)=[O:12])=[C:8]([CH3:9])[C:4]=2[CH:3]=1, predict the reactants needed to synthesize it. The reactants are: [Cl:1][C:2]1[CH:14]=[CH:13][C:5]2[S:6][C:7]([C:10]([OH:12])=O)=[C:8]([CH3:9])[C:4]=2[CH:3]=1.C([O:17][C:18](=[O:40])[C:19]([O:22][C:23]1[CH:28]=[CH:27][C:26]([O:29][C:30]2[CH:35]=[C:34]([CH3:36])[CH:33]=[C:32]([CH2:37][NH2:38])[CH:31]=2)=[CH:25][C:24]=1[CH3:39])([CH3:21])[CH3:20])C. (3) Given the product [CH:18]1([NH:17][C:15](=[O:16])[C:14]2[CH:21]=[CH:22][C:11]([C:8]3[N:6]4[N:7]=[C:2]([C:31]5[NH:30][N:29]=[CH:33][CH:32]=5)[CH:3]=[C:4]([NH:24][CH2:25][CH:26]([CH3:28])[CH3:27])[C:5]4=[N:10][CH:9]=3)=[CH:12][C:13]=2[CH3:23])[CH2:20][CH2:19]1, predict the reactants needed to synthesize it. The reactants are: Cl[C:2]1[CH:3]=[C:4]([NH:24][CH2:25][CH:26]([CH3:28])[CH3:27])[C:5]2[N:6]([C:8]([C:11]3[CH:22]=[CH:21][C:14]([C:15]([NH:17][CH:18]4[CH2:20][CH2:19]4)=[O:16])=[C:13]([CH3:23])[CH:12]=3)=[CH:9][N:10]=2)[N:7]=1.[NH:29]1[C:33](B(O)O)=[CH:32][CH:31]=[N:30]1.C(=O)(O)[O-].[Na+]. (4) Given the product [C:1]12([CH2:11][C:12]([NH:23][CH2:22][C:21]3[S:33][C:34]4[CH:43]=[CH:42][CH:41]=[CH:40][C:35]=4[CH:20]=3)=[O:13])[CH2:10][CH:5]3[CH2:4][CH:3]([CH2:9][CH:7]([CH2:6]3)[CH2:8]1)[CH2:2]2, predict the reactants needed to synthesize it. The reactants are: [C:1]12([CH2:11][C:12](O)=[O:13])[CH2:10][CH:5]3[CH2:6][CH:7]([CH2:9][CH:3]([CH2:4]3)[CH2:2]1)[CH2:8]2.CCN=C=N[CH2:20][CH2:21][CH2:22][N:23](C)C.C(N(CC)CC)C.[S:33]1C(NC)=C[C:35]2[CH:40]=[CH:41][CH:42]=[CH:43][C:34]1=2. (5) Given the product [CH3:1][C:2]1([CH3:11])[CH2:10][C:9]2[C:4](=[CH:5][CH:6]=[CH:7][CH:8]=2)[N:3]1[CH:15]=[C:16]([C:17]([O:19][CH2:20][CH3:21])=[O:18])[C:22]([O:24][CH2:25][CH3:26])=[O:23], predict the reactants needed to synthesize it. The reactants are: [CH3:1][C:2]1([CH3:11])[CH2:10][C:9]2[C:4](=[CH:5][CH:6]=[CH:7][CH:8]=2)[NH:3]1.C(O[CH:15]=[C:16]([C:22]([O:24][CH2:25][CH3:26])=[O:23])[C:17]([O:19][CH2:20][CH3:21])=[O:18])C. (6) Given the product [OH:31][C:30]1[C:29]([CH3:32])=[CH:28][C:25]([CH2:26][NH:1][C:2]2[NH:6][N:5]=[C:4]([NH:7][C:8]3[CH:9]=[CH:10][C:11]([C:14]4[O:18][CH:17]=[N:16][CH:15]=4)=[CH:12][CH:13]=3)[C:3]=2[C:19]([NH2:21])=[O:20])=[CH:24][C:23]=1[CH3:22], predict the reactants needed to synthesize it. The reactants are: [NH2:1][C:2]1[NH:6][N:5]=[C:4]([NH:7][C:8]2[CH:13]=[CH:12][C:11]([C:14]3[O:18][CH:17]=[N:16][CH:15]=3)=[CH:10][CH:9]=2)[C:3]=1[C:19]([NH2:21])=[O:20].[CH3:22][C:23]1[CH:24]=[C:25]([CH:28]=[C:29]([CH3:32])[C:30]=1[OH:31])[CH:26]=O.CN(C=O)C.[BH4-].[Na+]. (7) Given the product [Cl:1][C:2]1[CH:3]=[C:4]([C:9]#[CH:10])[C:5]([NH2:8])=[N:6][CH:7]=1, predict the reactants needed to synthesize it. The reactants are: [Cl:1][C:2]1[CH:3]=[C:4]([C:9]#[C:10][Si](C)(C)C)[C:5]([NH2:8])=[N:6][CH:7]=1.[F-].[K+].